This data is from NCI-60 drug combinations with 297,098 pairs across 59 cell lines. The task is: Regression. Given two drug SMILES strings and cell line genomic features, predict the synergy score measuring deviation from expected non-interaction effect. (1) Drug 1: CC1C(C(CC(O1)OC2CC(OC(C2O)C)OC3=CC4=CC5=C(C(=O)C(C(C5)C(C(=O)C(C(C)O)O)OC)OC6CC(C(C(O6)C)O)OC7CC(C(C(O7)C)O)OC8CC(C(C(O8)C)O)(C)O)C(=C4C(=C3C)O)O)O)O. Drug 2: CC(C)NC(=O)C1=CC=C(C=C1)CNNC.Cl. Cell line: PC-3. Synergy scores: CSS=18.2, Synergy_ZIP=0.553, Synergy_Bliss=0.803, Synergy_Loewe=-1.49, Synergy_HSA=-0.916. (2) Drug 1: C1=NC(=NC(=O)N1C2C(C(C(O2)CO)O)O)N. Drug 2: CCC1(CC2CC(C3=C(CCN(C2)C1)C4=CC=CC=C4N3)(C5=C(C=C6C(=C5)C78CCN9C7C(C=CC9)(C(C(C8N6C)(C(=O)OC)O)OC(=O)C)CC)OC)C(=O)OC)O.OS(=O)(=O)O. Cell line: K-562. Synergy scores: CSS=14.9, Synergy_ZIP=2.75, Synergy_Bliss=4.18, Synergy_Loewe=6.69, Synergy_HSA=1.59. (3) Drug 1: C1=CN(C(=O)N=C1N)C2C(C(C(O2)CO)O)O.Cl. Drug 2: CC1=C(N=C(N=C1N)C(CC(=O)N)NCC(C(=O)N)N)C(=O)NC(C(C2=CN=CN2)OC3C(C(C(C(O3)CO)O)O)OC4C(C(C(C(O4)CO)O)OC(=O)N)O)C(=O)NC(C)C(C(C)C(=O)NC(C(C)O)C(=O)NCCC5=NC(=CS5)C6=NC(=CS6)C(=O)NCCC[S+](C)C)O. Cell line: T-47D. Synergy scores: CSS=14.6, Synergy_ZIP=2.33, Synergy_Bliss=7.97, Synergy_Loewe=4.19, Synergy_HSA=5.94. (4) Drug 1: C1=CN(C=N1)CC(O)(P(=O)(O)O)P(=O)(O)O. Drug 2: C1C(C(OC1N2C=NC3=C2NC=NCC3O)CO)O. Cell line: SF-268. Synergy scores: CSS=6.37, Synergy_ZIP=-2.01, Synergy_Bliss=-1.31, Synergy_Loewe=3.01, Synergy_HSA=0.0111. (5) Drug 1: CC1CC2CCC3C(=C)CC(O3)CCC45CC6C(O4)C7C(O6)C(O5)C8C(O7)CCC(O8)CC(=O)CC9C(CC(C1=C)O2)OC(C9OC)CC(CN)O.CS(=O)(=O)O. Drug 2: CC1C(C(CC(O1)OC2CC(CC3=C2C(=C4C(=C3O)C(=O)C5=CC=CC=C5C4=O)O)(C(=O)C)O)N)O. Cell line: A498. Synergy scores: CSS=76.8, Synergy_ZIP=-7.52, Synergy_Bliss=-5.13, Synergy_Loewe=0.671, Synergy_HSA=2.22. (6) Drug 1: CC(C)NC(=O)C1=CC=C(C=C1)CNNC.Cl. Drug 2: C1CN(P(=O)(OC1)NCCCl)CCCl. Cell line: MCF7. Synergy scores: CSS=-2.40, Synergy_ZIP=2.15, Synergy_Bliss=-0.0189, Synergy_Loewe=-1.25, Synergy_HSA=-3.82.